Dataset: Full USPTO retrosynthesis dataset with 1.9M reactions from patents (1976-2016). Task: Predict the reactants needed to synthesize the given product. (1) The reactants are: [F:1][C:2]1[CH:3]=[C:4]([N:10]2[CH2:14][CH:13]([CH2:15][OH:16])[CH2:12][C:11]2=[O:17])[CH:5]=[CH:6][C:7]=1[O:8][CH3:9].[C:18]1(O)[CH:23]=[CH:22][CH:21]=[CH:20][CH:19]=1.C1C=CC(P(C2C=CC=CC=2)C2C=CC=CC=2)=CC=1.CC(OC(/N=N/C(OC(C)C)=O)=O)C. Given the product [F:1][C:2]1[CH:3]=[C:4]([N:10]2[CH2:14][CH:13]([CH2:15][O:16][C:18]3[CH:23]=[CH:22][CH:21]=[CH:20][CH:19]=3)[CH2:12][C:11]2=[O:17])[CH:5]=[CH:6][C:7]=1[O:8][CH3:9], predict the reactants needed to synthesize it. (2) Given the product [CH3:13][O:12][C:9]1[CH:10]=[C:11]2[C:6](=[CH:7][CH:8]=1)[N:5]([CH3:14])[C:4](=[O:15])[C:3]([C:16]#[N:17])=[C:2]2[CH:26]=[CH2:27], predict the reactants needed to synthesize it. The reactants are: Cl[C:2]1[C:11]2[C:6](=[CH:7][CH:8]=[C:9]([O:12][CH3:13])[CH:10]=2)[N:5]([CH3:14])[C:4](=[O:15])[C:3]=1[C:16]#[N:17].C([O-])([O-])=O.[K+].[K+].CO[CH2:26][CH2:27]OC. (3) Given the product [S:28]1[C:24]2[CH:23]=[C:22]([NH:21][C:14]3[CH:15]=[C:16]([NH:17][CH:18]([CH3:20])[CH3:19])[C:11]([C:10]4[NH:1][CH:2]=[N:8][N:9]=4)=[CH:12][N:13]=3)[CH:30]=[CH:29][C:25]=2[N:26]=[CH:27]1, predict the reactants needed to synthesize it. The reactants are: [NH2:1][C:2](=[N:8][NH:9][C:10](=O)[C:11]1[C:16]([NH:17][CH:18]([CH3:20])[CH3:19])=[CH:15][C:14]([NH:21][C:22]2[CH:30]=[CH:29][C:25]3[N:26]=[CH:27][S:28][C:24]=3[CH:23]=2)=[N:13][CH:12]=1)C(OCC)=O. (4) Given the product [CH3:2][C:11]1[C:8]([C@H:12]2[CH2:17][N:16]3[CH2:18][CH2:19][NH:20][CH2:21][C@H:15]3[CH2:14][N:13]2[C:22]([O:24][C:25]([CH3:26])([CH3:28])[CH3:27])=[O:23])=[CH:7][CH:6]=[C:5]2[C:10]=1[CH2:9][O:29][C:4]2=[O:3], predict the reactants needed to synthesize it. The reactants are: C[C@@H:2]1[CH2:11][C:10]2[C:5](=[CH:6][CH:7]=[C:8]([C@@H:12]3[CH2:17][N:16]4[CH2:18][CH2:19][NH:20][CH2:21][C@H:15]4[CH2:14][N:13]3[C:22]([O:24][C:25]([CH3:28])([CH3:27])[CH3:26])=[O:23])[CH:9]=2)[C:4](=[O:29])[O:3]1.CC1C2COC(=O)C=2C=CC=1C1CO1.OC[C@H]1NCCN(C(OC(C)(C)C)=O)C1. (5) Given the product [N+:1]([C:4]1[CH:20]=[CH:19][C:7]2[C:8]3[CH:14]=[C:13]([S:15]([Cl:23])(=[O:17])=[O:16])[CH:12]=[CH:11][C:9]=3[O:10][C:6]=2[CH:5]=1)([O-:3])=[O:2], predict the reactants needed to synthesize it. The reactants are: [N+:1]([C:4]1[CH:20]=[CH:19][C:7]2[C:8]3[CH:14]=[C:13]([S:15](O)(=[O:17])=[O:16])[CH:12]=[CH:11][C:9]=3[O:10][C:6]=2[CH:5]=1)([O-:3])=[O:2].S(Cl)([Cl:23])=O. (6) The reactants are: Cl[SiH:2]1[N:6]([C:7]([CH3:10])([CH3:9])[CH3:8])[CH:5]=[CH:4][N:3]1[C:11]([CH3:14])([CH3:13])[CH3:12].[CH2:15]([N-]C)[CH2:16][CH2:17][CH3:18].[Li+].CCCCCC.C([Li])CCC.[CH2:33]([NH:37]C)CCC. Given the product [C:11]([N:3]1[CH:4]=[CH:5][N:6]([C:7]([CH3:10])([CH3:9])[CH3:8])[Si:2]1([NH:37][CH3:33])[CH2:15][CH2:16][CH2:17][CH3:18])([CH3:14])([CH3:13])[CH3:12], predict the reactants needed to synthesize it.